This data is from Cav3 T-type calcium channel HTS with 100,875 compounds. The task is: Binary Classification. Given a drug SMILES string, predict its activity (active/inactive) in a high-throughput screening assay against a specified biological target. (1) The molecule is O=C1N(CCC[N+](C)(C)C)C(=O)CCC1. The result is 0 (inactive). (2) The compound is S(=O)(=O)(N(CC(=O)N1CCCCCC1)c1c(OC)cccc1)C. The result is 0 (inactive). (3) The compound is o1c2c(c(c3ccccc3)cc1=O)c(OCC)cc(c2)C. The result is 0 (inactive). (4) The drug is S(CCOCCOc1c(C(C)(C)C)cccc1)c1ncccn1. The result is 0 (inactive).